Dataset: Forward reaction prediction with 1.9M reactions from USPTO patents (1976-2016). Task: Predict the product of the given reaction. (1) Given the reactants [CH3:1][O:2][CH2:3][CH2:4][O:5][C:6]1[CH:7]=[C:8]([C:19]([O:21]C)=[O:20])[CH:9]=[C:10]([C:12]2[CH:17]=[CH:16][C:15]([CH3:18])=[CH:14][CH:13]=2)[CH:11]=1.[OH-].[Li+].Cl, predict the reaction product. The product is: [CH3:1][O:2][CH2:3][CH2:4][O:5][C:6]1[CH:7]=[C:8]([C:19]([OH:21])=[O:20])[CH:9]=[C:10]([C:12]2[CH:17]=[CH:16][C:15]([CH3:18])=[CH:14][CH:13]=2)[CH:11]=1. (2) Given the reactants [CH2:1]([O:8][C:9](=[O:22])[NH:10][CH2:11][CH2:12][CH2:13][CH2:14][C:15]1[CH:20]=[CH:19][C:18]([OH:21])=[CH:17][CH:16]=1)[C:2]1[CH:7]=[CH:6][CH:5]=[CH:4][CH:3]=1.C(=O)([O-])[O-].[K+].[K+].[I-].[Na+].Br[CH2:32][C:33]([O:35][CH2:36][CH3:37])=[O:34], predict the reaction product. The product is: [CH2:36]([O:35][C:33](=[O:34])[CH2:32][O:21][C:18]1[CH:19]=[CH:20][C:15]([CH2:14][CH2:13][CH2:12][CH2:11][NH:10][C:9]([O:8][CH2:1][C:2]2[CH:7]=[CH:6][CH:5]=[CH:4][CH:3]=2)=[O:22])=[CH:16][CH:17]=1)[CH3:37]. (3) Given the reactants [Cl:1][C:2]1[CH:3]=[C:4]([NH:8][C:9](=[O:37])[NH:10][C:11]2[CH:16]=[CH:15][C:14]([C:17]3[C:18]4[S:25][CH:24]=[C:23]([C:26]5[CH:31]=[CH:30][C:29]([CH2:32][CH2:33][C:34]([OH:36])=O)=[CH:28][CH:27]=5)[C:19]=4[N:20]=[CH:21][N:22]=3)=[CH:13][CH:12]=2)[CH:5]=[CH:6][CH:7]=1.O1CCOCC1.N.C[N:46](C(ON1N=NC2C=CC=NC1=2)=[N+](C)C)C.F[P-](F)(F)(F)(F)F.C(N(CC)C(C)C)(C)C, predict the reaction product. The product is: [Cl:1][C:2]1[CH:3]=[C:4]([NH:8][C:9](=[O:37])[NH:10][C:11]2[CH:12]=[CH:13][C:14]([C:17]3[C:18]4[S:25][CH:24]=[C:23]([C:26]5[CH:27]=[CH:28][C:29]([CH2:32][CH2:33][C:34]([NH2:46])=[O:36])=[CH:30][CH:31]=5)[C:19]=4[N:20]=[CH:21][N:22]=3)=[CH:15][CH:16]=2)[CH:5]=[CH:6][CH:7]=1. (4) Given the reactants [C:1]([C:5]1[CH:10]=[CH:9][CH:8]=[C:7]([CH3:11])[C:6]=1[OH:12])([CH3:4])([CH3:3])[CH3:2].CC(C)([O-])C.[K+].Cl[N:20]1[CH:25]=[CH:24][CH:23]=[C:22]([Cl:26])[NH:21]1, predict the reaction product. The product is: [C:1]([C:5]1[CH:10]=[CH:9][CH:8]=[C:7]([CH3:11])[C:6]=1[O:12][C:25]1[N:20]=[N:21][C:22]([Cl:26])=[CH:23][CH:24]=1)([CH3:4])([CH3:3])[CH3:2].